Dataset: Catalyst prediction with 721,799 reactions and 888 catalyst types from USPTO. Task: Predict which catalyst facilitates the given reaction. (1) Reactant: [CH3:1][C:2]([O:4][C@H:5]1[C:14]2[C@@:15]3([CH3:30])[C@@H:26]([CH2:27][O:28][CH3:29])[O:25][C:23](=[O:24])[C:17]4=[CH:18][O:19][C:20]([C:21](=[O:22])[C:13]=2[C@@H:8]2[CH2:9][CH2:10][C@H:11]([OH:12])[C@@:7]2([CH3:31])[CH2:6]1)=[C:16]34)=[O:3].[NH:32]1[CH2:37][CH2:36][O:35][CH2:34][CH2:33]1. Product: [OH:19][C:20]1[C:21](=[O:22])[C:13]2[CH:8]3[C:7]([CH3:31])([CH:11]([OH:12])[CH2:10][CH2:9]3)[CH2:6][CH:5]([O:4][C:2](=[O:3])[CH3:1])[C:14]=2[C:15]2([CH3:30])[C:16]=1[C:17](=[CH:18][N:32]1[CH2:37][CH2:36][O:35][CH2:34][CH2:33]1)[C:23](=[O:24])[O:25][CH:26]2[CH2:27][O:28][CH3:29]. The catalyst class is: 2. (2) Reactant: [ClH:1].C(OC([N:9]1[CH2:16][CH2:15][C:14]2([CH3:20])[C:17]([CH3:19])([CH3:18])[CH:10]1[CH2:11][C:12]1[CH:24]=[C:23]3[O:25][CH2:26][O:27][C:22]3=[CH:21][C:13]=12)=O)(C)(C)C. Product: [CH2:26]1[O:25][C:23]2[C:22](=[CH:21][C:13]3[C:14]4([CH3:20])[C:17]([CH3:18])([CH3:19])[CH:10]([NH:9][CH2:16][CH2:15]4)[CH2:11][C:12]=3[CH:24]=2)[O:27]1.[ClH:1]. The catalyst class is: 4. (3) Reactant: [NH2:1][C:2]1[CH:7]=[CH:6][C:5]([CH:8]2[CH2:13][CH2:12][N:11]([C:14]([O:16][C:17]([CH3:20])([CH3:19])[CH3:18])=[O:15])[CH2:10][CH2:9]2)=[C:4]([O:21][CH3:22])[CH:3]=1.C1COCC1.C(=O)([O-])O.[Na+].Cl[C:34]([O:36][CH2:37][C:38]1[CH:43]=[CH:42][CH:41]=[CH:40][CH:39]=1)=[O:35]. Product: [CH2:37]([O:36][C:34]([NH:1][C:2]1[CH:7]=[CH:6][C:5]([CH:8]2[CH2:13][CH2:12][N:11]([C:14]([O:16][C:17]([CH3:18])([CH3:19])[CH3:20])=[O:15])[CH2:10][CH2:9]2)=[C:4]([O:21][CH3:22])[CH:3]=1)=[O:35])[C:38]1[CH:43]=[CH:42][CH:41]=[CH:40][CH:39]=1. The catalyst class is: 84. (4) Reactant: [Cl:1][C:2]1[C:3]2[C:10]([C:11]([F:14])([F:13])[F:12])=[CH:9][N:8]([CH2:15][CH:16]3[CH2:21][CH2:20][N:19](C(OC(C)(C)C)=O)[CH2:18][CH2:17]3)[C:4]=2[N:5]=[CH:6][N:7]=1.C(O)(C(F)(F)F)=O. Product: [Cl:1][C:2]1[C:3]2[C:10]([C:11]([F:12])([F:13])[F:14])=[CH:9][N:8]([CH2:15][CH:16]3[CH2:21][CH2:20][NH:19][CH2:18][CH2:17]3)[C:4]=2[N:5]=[CH:6][N:7]=1. The catalyst class is: 2. (5) Reactant: Cl[C:2]1[CH:3]=[C:4]2[C:9](=[CH:10][CH:11]=1)[N:8]=[C:7]([NH:12][CH2:13][CH2:14][O:15][C:16]1[CH:21]=[CH:20][CH:19]=[CH:18][CH:17]=1)[CH:6]=[CH:5]2.[N:22]1[CH:27]=[CH:26][CH:25]=[C:24]([CH2:28][NH2:29])[CH:23]=1. Product: [O:15]([CH2:14][CH2:13][NH:12][C:7]1[CH:6]=[CH:5][C:4]2[C:9](=[CH:10][CH:11]=[C:2]([NH:29][CH2:28][C:24]3[CH:23]=[N:22][CH:27]=[CH:26][CH:25]=3)[CH:3]=2)[N:8]=1)[C:16]1[CH:21]=[CH:20][CH:19]=[CH:18][CH:17]=1. The catalyst class is: 12. (6) Reactant: Cl.[NH2:2][C@H:3]([C:14]([O:16][CH3:17])=[O:15])[CH2:4][C:5]1[C:13]2[C:8](=[CH:9][CH:10]=[CH:11][CH:12]=2)[NH:7][CH:6]=1.C(N(CC)CC)C.[C:25](O)(=[O:30])/[C:26](=[CH:28]/[CH3:29])/[CH3:27].CCN=C=NCCCN(C)C.Cl. Product: [C:25]([NH:2][C@H:3]([C:14]([O:16][CH3:17])=[O:15])[CH2:4][C:5]1[C:13]2[C:8](=[CH:9][CH:10]=[CH:11][CH:12]=2)[NH:7][CH:6]=1)(=[O:30])/[C:26](=[CH:28]/[CH3:29])/[CH3:27]. The catalyst class is: 2. (7) Reactant: C([Cl:4])(=O)C.[N:5]1[CH:10]=[CH:9][C:8]([N:11]2[CH2:15][CH2:14][C:13]3([CH2:20][CH2:19][N:18](C(OC(C)(C)C)=O)[CH2:17][CH2:16]3)[CH2:12]2)=[CH:7][CH:6]=1. Product: [ClH:4].[ClH:4].[N:5]1[CH:6]=[CH:7][C:8]([N:11]2[CH2:15][CH2:14][C:13]3([CH2:20][CH2:19][NH:18][CH2:17][CH2:16]3)[CH2:12]2)=[CH:9][CH:10]=1. The catalyst class is: 8. (8) Reactant: C(O)(=O)CCC(O)=O.[F:9][C:10]([F:37])([F:36])[C:11]1[N:12]=[C:13]([CH:23]2[CH2:28][CH2:27][N:26](C(OC(C)(C)C)=O)[CH2:25][CH2:24]2)[N:14]([CH2:16][CH2:17][N:18]2[CH2:22][CH2:21][CH2:20][CH2:19]2)[CH:15]=1.Cl. Product: [F:37][C:10]([F:9])([F:36])[C:11]1[N:12]=[C:13]([CH:23]2[CH2:28][CH2:27][NH:26][CH2:25][CH2:24]2)[N:14]([CH2:16][CH2:17][N:18]2[CH2:22][CH2:21][CH2:20][CH2:19]2)[CH:15]=1. The catalyst class is: 5.